From a dataset of Forward reaction prediction with 1.9M reactions from USPTO patents (1976-2016). Predict the product of the given reaction. (1) Given the reactants [CH3:1][N:2]([CH3:6])[CH2:3][CH2:4][NH2:5].[Cl:7][C:8]1[S:12][C:11]([S:13](Cl)(=[O:15])=[O:14])=[CH:10][C:9]=1[N+:17]([O-:19])=[O:18].C(N(CC)CC)C, predict the reaction product. The product is: [CH3:1][N:2]([CH3:6])[CH2:3][CH2:4][NH:5][S:13]([C:11]1[S:12][C:8]([Cl:7])=[C:9]([N+:17]([O-:19])=[O:18])[CH:10]=1)(=[O:15])=[O:14]. (2) The product is: [F:1][C:2]1[C:7]([CH:23]=[O:24])=[C:6]([F:8])[CH:5]=[CH:4][C:3]=1[NH:9][S:10]([CH:13]([CH3:15])[CH3:14])(=[O:12])=[O:11]. Given the reactants [F:1][C:2]1[CH:7]=[C:6]([F:8])[CH:5]=[CH:4][C:3]=1[NH:9][S:10]([CH:13]([CH3:15])[CH3:14])(=[O:12])=[O:11].C([Li])CCC.CN(C)[CH:23]=[O:24].O, predict the reaction product. (3) The product is: [C:1]([O:5][C:6]([NH:8][C@H:9]1[CH2:18][CH2:17][C:16]2[C:11](=[CH:12][C:13]([O:19][CH2:20][C:21]([N:26]([CH2:27][CH3:28])[CH2:24][CH3:25])=[O:22])=[CH:14][CH:15]=2)[CH2:10]1)=[O:7])([CH3:4])([CH3:3])[CH3:2]. Given the reactants [C:1]([O:5][C:6]([NH:8][C@H:9]1[CH2:18][CH2:17][C:16]2[C:11](=[CH:12][C:13]([O:19][CH2:20][C:21](O)=[O:22])=[CH:14][CH:15]=2)[CH2:10]1)=[O:7])([CH3:4])([CH3:3])[CH3:2].[CH2:24]([NH:26][CH2:27][CH3:28])[CH3:25].F[P-](F)(F)(F)(F)F.N1(O[P+](N(C)C)(N(C)C)N(C)C)C2C=CC=CC=2N=N1.C(N(CC)CC)C, predict the reaction product. (4) Given the reactants [Cl:1][C:2]1[CH:3]=[C:4]([NH:9][C:10]2[C:19]3[C:14](=[CH:15][CH:16]=[C:17]([NH:20][CH2:21][C:22]4[N:23]([CH2:27][C:28]([OH:30])=O)[CH:24]=[CH:25][N:26]=4)[CH:18]=3)[N:13]=[CH:12][C:11]=2[C:31]#[N:32])[CH:5]=[CH:6][C:7]=1[F:8].[NH:33]1[CH2:38][CH2:37][O:36][CH2:35][CH2:34]1.F[P-](F)(F)(F)(F)F.N1(O[P+](N(C)C)(N(C)C)N(C)C)C2C=CC=CC=2N=N1.C(N(C(C)C)CC)(C)C, predict the reaction product. The product is: [Cl:1][C:2]1[CH:3]=[C:4]([NH:9][C:10]2[C:19]3[C:14](=[CH:15][CH:16]=[C:17]([NH:20][CH2:21][C:22]4[N:23]([CH2:27][C:28]([N:33]5[CH2:38][CH2:37][O:36][CH2:35][CH2:34]5)=[O:30])[CH:24]=[CH:25][N:26]=4)[CH:18]=3)[N:13]=[CH:12][C:11]=2[C:31]#[N:32])[CH:5]=[CH:6][C:7]=1[F:8]. (5) The product is: [F:1][C:2]([F:13])([F:14])[C:3]([C:5]1[CH:10]=[CH:9][C:8]([OH:11])=[CH:7][CH:6]=1)=[O:4]. Given the reactants [F:1][C:2]([F:14])([F:13])[C:3]([C:5]1[CH:10]=[CH:9][C:8]([O:11]C)=[CH:7][CH:6]=1)=[O:4].[Cl-].[Li+].Cl, predict the reaction product. (6) Given the reactants Br[C:2]1[CH:8]=[C:7]([F:9])[C:5]([NH2:6])=[C:4]([Cl:10])[CH:3]=1.[CH2:11]([O:13][C:14]1[C:15]([F:23])=[C:16](B(O)O)[CH:17]=[CH:18][CH:19]=1)[CH3:12], predict the reaction product. The product is: [Cl:10][C:4]1[CH:3]=[C:2]([C:16]2[CH:17]=[CH:18][CH:19]=[C:14]([O:13][CH2:11][CH3:12])[C:15]=2[F:23])[CH:8]=[C:7]([F:9])[C:5]=1[NH2:6]. (7) Given the reactants I[CH2:2][CH2:3][O:4][CH2:5][CH2:6][O:7][CH2:8][CH2:9][O:10][CH2:11][CH2:12][I:13].[P:14](OCC)([O:19][CH2:20][CH3:21])([O:16][CH2:17][CH3:18])=[O:15], predict the reaction product. The product is: [I:13][CH2:12][CH2:11][O:10][CH2:9][CH2:8][O:7][CH2:6][CH2:5][O:4][CH2:3][CH2:2][P:14](=[O:15])([O:19][CH2:20][CH3:21])[O:16][CH2:17][CH3:18].